The task is: Predict which catalyst facilitates the given reaction.. This data is from Catalyst prediction with 721,799 reactions and 888 catalyst types from USPTO. (1) Product: [Br:1][C:2]1[CH:3]=[C:4]2[C@:15]3([CH2:19][S:18][C:17]([NH2:20])=[N:16]3)[C:14]3[C:9](=[CH:10][CH:11]=[C:12]([C:31]4[CH:32]=[N:33][CH:34]=[C:29]([F:28])[CH:30]=4)[CH:13]=3)[O:8][C:5]2=[N:6][CH:7]=1. The catalyst class is: 103. Reactant: [Br:1][C:2]1[CH:3]=[C:4]2[C@:15]3([CH2:19][S:18][C:17]([NH2:20])=[N:16]3)[C:14]3[C:9](=[CH:10][CH:11]=[C:12](I)[CH:13]=3)[O:8][C:5]2=[N:6][CH:7]=1.C(=O)([O-])[O-].[K+].[K+].[F:28][C:29]1[CH:30]=[C:31](B(O)O)[CH:32]=[N:33][CH:34]=1.O1CCOCC1. (2) Reactant: [C:1]([O:5][C:6](=[O:16])[CH2:7]P(OCC)(OCC)=O)([CH3:4])([CH3:3])[CH3:2].[H-].[Na+].[CH2:19]([O:26][C:27]([C:29]1[S:30][C:31]([CH:34]=O)=[CH:32][CH:33]=1)=[O:28])[C:20]1[CH:25]=[CH:24][CH:23]=[CH:22][CH:21]=1. Product: [C:1]([O:5][C:6](=[O:16])/[CH:7]=[CH:34]/[C:31]1[S:30][C:29]([C:27]([O:26][CH2:19][C:20]2[CH:25]=[CH:24][CH:23]=[CH:22][CH:21]=2)=[O:28])=[CH:33][CH:32]=1)([CH3:2])([CH3:3])[CH3:4]. The catalyst class is: 7. (3) Reactant: [NH2:1][C:2]1[N:7]=[C:6]([N:8]2[C:16]3[C:11](=[CH:12][CH:13]=[C:14]([C:17]#[C:18][C:19]([OH:26])([CH3:25])[C:20]([O:22]CC)=[O:21])[CH:15]=3)[C:10]([CH3:27])=[N:9]2)[CH:5]=[CH:4][N:3]=1.[OH-].[Na+]. Product: [NH2:1][C:2]1[N:7]=[C:6]([N:8]2[C:16]3[C:11](=[CH:12][CH:13]=[C:14]([C:17]#[C:18][C:19]([OH:26])([CH3:25])[C:20]([OH:22])=[O:21])[CH:15]=3)[C:10]([CH3:27])=[N:9]2)[CH:5]=[CH:4][N:3]=1. The catalyst class is: 5. (4) Reactant: [CH2:1]([C:3]1[CH:4]=[C:5]([CH2:9][C:10]([NH:13][C:14](=O)[C:15]2[CH:20]=[CH:19][CH:18]=[CH:17][CH:16]=2)([CH3:12])[CH3:11])[CH:6]=[CH:7][CH:8]=1)[CH3:2].B.C1COCC1. Product: [CH2:14]([NH:13][C:10]([CH3:11])([CH3:12])[CH2:9][C:5]1[CH:6]=[CH:7][CH:8]=[C:3]([CH2:1][CH3:2])[CH:4]=1)[C:15]1[CH:16]=[CH:17][CH:18]=[CH:19][CH:20]=1. The catalyst class is: 1.